Dataset: Full USPTO retrosynthesis dataset with 1.9M reactions from patents (1976-2016). Task: Predict the reactants needed to synthesize the given product. (1) Given the product [F:1][C:2]1[CH:10]=[CH:9][CH:8]=[C:7]2[C:3]=1[C:4]([C:11](=[O:12])[NH:13][C@H:14]1[CH2:19][CH2:18][CH2:17][CH2:16][C@@H:15]1[OH:20])=[CH:5][N:6]2[CH2:34][CH:31]1[CH2:32][CH2:33][N:28]([C:26]([O:25][C:21]([CH3:22])([CH3:24])[CH3:23])=[O:27])[CH2:29][CH2:30]1, predict the reactants needed to synthesize it. The reactants are: [F:1][C:2]1[CH:10]=[CH:9][CH:8]=[C:7]2[C:3]=1[C:4]([C:11]([NH:13][C@H:14]1[CH2:19][CH2:18][CH2:17][CH2:16][C@@H:15]1[OH:20])=[O:12])=[CH:5][NH:6]2.[C:21]([O:25][C:26]([N:28]1[CH2:33][CH2:32][CH:31]([CH2:34]OS(C)(=O)=O)[CH2:30][CH2:29]1)=[O:27])([CH3:24])([CH3:23])[CH3:22]. (2) Given the product [Cl:6][C:7]1[C:8]([C:17]([OH:19])=[O:18])=[N:9][C:10]([CH:14]2[CH2:16][CH2:15]2)=[N:11][C:12]=1[Cl:3], predict the reactants needed to synthesize it. The reactants are: P(Cl)(Cl)([Cl:3])=O.[Cl:6][C:7]1[C:12](=O)[NH:11][C:10]([CH:14]2[CH2:16][CH2:15]2)=[N:9][C:8]=1[C:17]([OH:19])=[O:18]. (3) The reactants are: [O:1]=[C:2]1[C:10]2[C:5](=[CH:6][CH:7]=[CH:8][CH:9]=2)[C:4](=[O:11])[N:3]1[CH2:12][CH2:13][C:14]1[N:18]([CH3:19])[N:17]=[C:16]([C:20]([O:22]CC)=[O:21])[CH:15]=1. Given the product [O:11]=[C:4]1[C:5]2[C:10](=[CH:9][CH:8]=[CH:7][CH:6]=2)[C:2](=[O:1])[N:3]1[CH2:12][CH2:13][C:14]1[N:18]([CH3:19])[N:17]=[C:16]([C:20]([OH:22])=[O:21])[CH:15]=1, predict the reactants needed to synthesize it.